From a dataset of Catalyst prediction with 721,799 reactions and 888 catalyst types from USPTO. Predict which catalyst facilitates the given reaction. (1) The catalyst class is: 6. Reactant: F[C:2]1[CH:7]=[CH:6][C:5]([C:8]([F:11])([F:10])[F:9])=[CH:4][C:3]=1[N+:12]([O-:14])=[O:13].C[N:16]1C[CH2:19][CH2:18][C:17]1=O.C(N)CC. Product: [CH2:17]([NH:16][C:2]1[CH:7]=[CH:6][C:5]([C:8]([F:11])([F:10])[F:9])=[CH:4][C:3]=1[N+:12]([O-:14])=[O:13])[CH2:18][CH3:19]. (2) Reactant: [Cl:1][C:2]1[CH:3]=[C:4]([CH:32]=[CH:33][C:34]=1[F:35])[CH2:5][N:6]1[CH:20]=[C:19]([NH:21][C:22]([O:24][C:25]([CH3:28])([CH3:27])[CH3:26])=[O:23])[C:18]2[N:11]3[CH2:12][CH2:13][N:14]([CH3:17])[C:15](=[O:16])[C:10]3=[C:9]([O:29][CH3:30])[C:8]=2[C:7]1=[O:31].[H-].[Na+].[CH3:38][S:39](Cl)(=[O:41])=[O:40]. Product: [Cl:1][C:2]1[CH:3]=[C:4]([CH:32]=[CH:33][C:34]=1[F:35])[CH2:5][N:6]1[CH:20]=[C:19]([N:21]([C:22]([O:24][C:25]([CH3:28])([CH3:27])[CH3:26])=[O:23])[S:39]([CH3:38])(=[O:41])=[O:40])[C:18]2[N:11]3[CH2:12][CH2:13][N:14]([CH3:17])[C:15](=[O:16])[C:10]3=[C:9]([O:29][CH3:30])[C:8]=2[C:7]1=[O:31]. The catalyst class is: 3. (3) Reactant: [CH2:1]([N:4]1[C:8]([O:9][CH2:10][C:11]2[CH:20]=[CH:19][C:18]3[C:13](=[CH:14][CH:15]=[CH:16][CH:17]=3)[N:12]=2)=[CH:7][C:6]([C:21](OC)=[O:22])=[N:5]1)[CH2:2][CH3:3].[H-].[Al+3].[Li+].[H-].[H-].[H-].C(O)C.O. Product: [CH2:1]([N:4]1[C:8]([O:9][CH2:10][C:11]2[CH:20]=[CH:19][C:18]3[C:13](=[CH:14][CH:15]=[CH:16][CH:17]=3)[N:12]=2)=[CH:7][C:6]([CH2:21][OH:22])=[N:5]1)[CH2:2][CH3:3]. The catalyst class is: 7. (4) Reactant: [O:1]1[C:5]2[CH:6]=[CH:7][C:8]([C:10]([NH:12][NH2:13])=[O:11])=[CH:9][C:4]=2[CH2:3][CH2:2]1.[OH-].[K+].[C:16](=S)=[S:17].[F:19][C:20]1[CH:21]=[C:22]([CH:25]=[CH:26][C:27]=1[O:28][CH3:29])[CH2:23]Cl. Product: [O:1]1[C:5]2[CH:6]=[CH:7][C:8]([C:10]3[O:11][C:16]([S:17][CH2:23][C:22]4[CH:25]=[CH:26][C:27]([O:28][CH3:29])=[C:20]([F:19])[CH:21]=4)=[N:13][N:12]=3)=[CH:9][C:4]=2[CH2:3][CH2:2]1. The catalyst class is: 162. (5) Reactant: [CH3:1][C:2]1[O:3][C:4]([C:7]2[CH:12]=[CH:11][C:10]([NH:13][C:14]([NH2:16])=[S:15])=[CH:9][CH:8]=2)=[CH:5][N:6]=1.Br[CH:18]1[CH2:23][CH2:22][CH2:21][CH:20]([C:24]2[CH:29]=[CH:28][CH:27]=[CH:26][CH:25]=2)[C:19]1=O. Product: [CH3:1][C:2]1[O:3][C:4]([C:7]2[CH:8]=[CH:9][C:10]([NH:13][C:14]3[S:15][C:26]4[CH2:27][CH2:28][CH2:29][CH:24]([C:20]5[CH:21]=[CH:22][CH:23]=[CH:18][CH:19]=5)[C:25]=4[N:16]=3)=[CH:11][CH:12]=2)=[CH:5][N:6]=1. The catalyst class is: 8. (6) Product: [F:31][C:32]([F:43])([F:42])[C:33]([N:3]1[CH2:8][CH2:7][CH:6]([CH2:9][N:10]2[C:20](=[O:21])[C:19]3[N:22]4[C:12](=[CH:13][N:14]=[C:15]4[CH:16]=[CH:17][CH:18]=3)[C:11]2=[O:23])[CH2:5][CH2:4]1)=[O:34]. Reactant: Cl.Cl.[NH:3]1[CH2:8][CH2:7][CH:6]([CH2:9][N:10]2[C:20](=[O:21])[C:19]3[N:22]4[C:12](=[CH:13][N:14]=[C:15]4[CH:16]=[CH:17][CH:18]=3)[C:11]2=[O:23])[CH2:5][CH2:4]1.C(N(CC)CC)C.[F:31][C:32]([F:43])([F:42])[C:33](O[C:33](=[O:34])[C:32]([F:43])([F:42])[F:31])=[O:34]. The catalyst class is: 599. (7) Reactant: [C:1]([O:5][C:6](=[O:35])[NH:7][C:8]1([C:12]2[CH:17]=[CH:16][C:15]([C:18]3[C:27]([C:28]4[CH:33]=[CH:32][CH:31]=[CH:30][CH:29]=4)=[CH:26][C:25]4[C:24](=[O:34])[NH:23][CH2:22][CH2:21][C:20]=4[N:19]=3)=[CH:14][CH:13]=2)[CH2:11][CH2:10][CH2:9]1)([CH3:4])([CH3:3])[CH3:2].[H-].[Na+].I[CH3:39].[NH4+].[Cl-]. Product: [C:1]([O:5][C:6](=[O:35])[NH:7][C:8]1([C:12]2[CH:13]=[CH:14][C:15]([C:18]3[C:27]([C:28]4[CH:29]=[CH:30][CH:31]=[CH:32][CH:33]=4)=[CH:26][C:25]4[C:24](=[O:34])[N:23]([CH3:39])[CH2:22][CH2:21][C:20]=4[N:19]=3)=[CH:16][CH:17]=2)[CH2:11][CH2:10][CH2:9]1)([CH3:4])([CH3:2])[CH3:3]. The catalyst class is: 3. (8) Reactant: [F:1][CH:2]([F:22])[O:3][C:4]1[CH:5]=[N:6][C:7]2[N:8]([N:10]=[CH:11][C:12]=2[C:13]2[CH:14]=[C:15]([C:19](O)=[O:20])[S:16][C:17]=2[CH3:18])[CH:9]=1.F[P-](F)(F)(F)(F)F.N1(O[P+](N(C)C)(N(C)C)N(C)C)C2C=CC=CC=2N=N1.[NH2:50][C@H:51]1[C:56]([F:58])([F:57])[CH2:55][CH2:54][CH2:53][C@H:52]1[NH:59][C:60](=[O:66])[O:61][C:62]([CH3:65])([CH3:64])[CH3:63].C(N(C(C)C)CC)(C)C. The catalyst class is: 174. Product: [C:62]([O:61][C:60](=[O:66])[NH:59][C@@H:52]1[CH2:53][CH2:54][CH2:55][C:56]([F:58])([F:57])[C@@H:51]1[NH:50][C:19]([C:15]1[S:16][C:17]([CH3:18])=[C:13]([C:12]2[CH:11]=[N:10][N:8]3[CH:9]=[C:4]([O:3][CH:2]([F:1])[F:22])[CH:5]=[N:6][C:7]=23)[CH:14]=1)=[O:20])([CH3:65])([CH3:63])[CH3:64]. (9) Reactant: [CH3:1][CH:2]([CH3:38])[C@@H:3]([NH:20]C(=O)OCC1C2C=CC=CC=2C2C1=CC=CC=2)[C:4]1[CH:9]=[CH:8][C:7]([C:10](=[O:19])[NH:11][O:12][CH:13]2[CH2:18][CH2:17][CH2:16][CH2:15][O:14]2)=[CH:6][CH:5]=1.N1CCCCC1. Product: [NH2:20][C@@H:3]([C:4]1[CH:5]=[CH:6][C:7]([C:10]([NH:11][O:12][CH:13]2[CH2:18][CH2:17][CH2:16][CH2:15][O:14]2)=[O:19])=[CH:8][CH:9]=1)[CH:2]([CH3:38])[CH3:1]. The catalyst class is: 8.